This data is from Merck oncology drug combination screen with 23,052 pairs across 39 cell lines. The task is: Regression. Given two drug SMILES strings and cell line genomic features, predict the synergy score measuring deviation from expected non-interaction effect. (1) Synergy scores: synergy=18.5. Cell line: EFM192B. Drug 1: O=C(CCCCCCC(=O)Nc1ccccc1)NO. Drug 2: O=C(NOCC(O)CO)c1ccc(F)c(F)c1Nc1ccc(I)cc1F. (2) Drug 1: CC(C)CC(NC(=O)C(Cc1ccccc1)NC(=O)c1cnccn1)B(O)O. Drug 2: Cn1c(=O)n(-c2ccc(C(C)(C)C#N)cc2)c2c3cc(-c4cnc5ccccc5c4)ccc3ncc21. Cell line: ZR751. Synergy scores: synergy=19.3. (3) Drug 1: CS(=O)(=O)CCNCc1ccc(-c2ccc3ncnc(Nc4ccc(OCc5cccc(F)c5)c(Cl)c4)c3c2)o1. Drug 2: NC1(c2ccc(-c3nc4ccn5c(=O)[nH]nc5c4cc3-c3ccccc3)cc2)CCC1. Cell line: HT29. Synergy scores: synergy=37.8. (4) Drug 1: CCN(CC)CCNC(=O)c1c(C)[nH]c(C=C2C(=O)Nc3ccc(F)cc32)c1C. Drug 2: Cn1c(=O)n(-c2ccc(C(C)(C)C#N)cc2)c2c3cc(-c4cnc5ccccc5c4)ccc3ncc21. Cell line: NCIH520. Synergy scores: synergy=13.4.